This data is from Reaction yield outcomes from USPTO patents with 853,638 reactions. The task is: Predict the reaction yield, written as a fraction of the theoretical maximum amount of product (1.0 means a 100% yield; for example, 0.34 means a 34% yield). (1) The reactants are [CH:1]1([C:7]2([CH3:15])[N:11]([CH3:12])[C:10](=[O:13])[NH:9][C:8]2=[O:14])[CH2:6][CH2:5][CH2:4][CH2:3][CH2:2]1.Br[CH2:17][C:18]([C:20]1[CH:21]=[C:22]([CH3:26])[CH:23]=[CH:24][CH:25]=1)=[O:19]. No catalyst specified. The product is [CH:1]1([C:7]2([CH3:15])[N:11]([CH3:12])[C:10](=[O:13])[N:9]([CH2:17][C:18](=[O:19])[C:20]3[CH:21]=[C:22]([CH3:26])[CH:23]=[CH:24][CH:25]=3)[C:8]2=[O:14])[CH2:2][CH2:3][CH2:4][CH2:5][CH2:6]1. The yield is 0.670. (2) The reactants are [Cl:1][C:2]1[C:7]([C:8](Cl)=[O:9])=[C:6]([Cl:11])[N:5]=[CH:4][N:3]=1.[CH3:12][O:13][C:14]1[CH:15]=[C:16]([CH:18]=[CH:19][C:20]=1[C:21]1[O:25][CH:24]=[N:23][CH:22]=1)[NH2:17]. The catalyst is ClCCl. The product is [Cl:1][C:2]1[C:7]([C:8]([NH:17][C:16]2[CH:18]=[CH:19][C:20]([C:21]3[O:25][CH:24]=[N:23][CH:22]=3)=[C:14]([O:13][CH3:12])[CH:15]=2)=[O:9])=[C:6]([Cl:11])[N:5]=[CH:4][N:3]=1. The yield is 0.710. (3) The product is [C:13]([NH:18][C@H:19]([C:28]([O:30][CH3:31])=[O:29])[CH2:20][C:21]1[CH:26]=[CH:25][C:24]([O:12][CH2:11][CH2:10][C:7]2[CH:8]=[CH:9][C:4]([CH2:3][O:2][CH3:1])=[CH:5][CH:6]=2)=[CH:23][CH:22]=1)(=[O:17])[CH:14]([CH3:15])[CH3:16]. The yield is 0.480. The catalyst is ClCCl. The reactants are [CH3:1][O:2][CH2:3][C:4]1[CH:9]=[CH:8][C:7]([CH2:10][CH2:11][OH:12])=[CH:6][CH:5]=1.[C:13]([NH:18][C@H:19]([C:28]([O:30][CH3:31])=[O:29])[CH2:20][C:21]1[CH:26]=[CH:25][C:24](O)=[CH:23][CH:22]=1)(=[O:17])[CH:14]([CH3:16])[CH3:15].N(C(N1CCCCC1)=O)=NC(N1CCCCC1)=O.C1(P(C2C=CC=CC=2)C2C=CC=CC=2)C=CC=CC=1. (4) The reactants are [Cl:1][C:2]1[CH:3]=[CH:4][C:5]([CH:24]=[O:25])=[C:6]2[C:10]=1[N:9]=[C:8]1[N:11]([C:15]3[C:20]([Cl:21])=[CH:19][C:18]([Cl:22])=[CH:17][C:16]=3[Cl:23])[CH2:12][CH2:13][CH2:14][N:7]21.C[Si](C)(C)[C:28]([F:31])([F:30])[F:29].[F-].C([N+](CCCC)(CCCC)CCCC)CCC.Cl. The catalyst is O1CCCC1. The product is [Cl:1][C:2]1[C:10]2[N:9]=[C:8]3[N:11]([C:15]4[C:20]([Cl:21])=[CH:19][C:18]([Cl:22])=[CH:17][C:16]=4[Cl:23])[CH2:12][CH2:13][CH2:14][N:7]3[C:6]=2[C:5]([CH:24]([OH:25])[C:28]([F:31])([F:30])[F:29])=[CH:4][CH:3]=1. The yield is 0.440. (5) The catalyst is CO. The product is [Cl:12][C:7]1[C:8]([O:10][CH3:11])=[CH:9][C:4]([C:3]([OH:13])=[O:2])=[CH:5][N:6]=1. The yield is 0.740. The reactants are C[O:2][C:3](=[O:13])[C:4]1[CH:9]=[C:8]([O:10][CH3:11])[C:7]([Cl:12])=[N:6][CH:5]=1.[OH-].[Na+].Cl.